Dataset: Catalyst prediction with 721,799 reactions and 888 catalyst types from USPTO. Task: Predict which catalyst facilitates the given reaction. (1) Reactant: [Cl:1][C:2]1[CH:7]=[C:6]([C:8]2[NH:9][C:10]3[C:15]([CH:16]=2)=[C:14]([F:17])[CH:13]=[CH:12][CH:11]=3)[NH:5][C:4](=[O:18])[CH:3]=1.C([O-])([O-])=O.[Cs+].[Cs+].Br[CH2:26][CH2:27]Br. Product: [Cl:1][C:2]1[CH:7]=[C:6]2[C:8]3=[CH:16][C:15]4[C:14]([F:17])=[CH:13][CH:12]=[CH:11][C:10]=4[N:9]3[CH2:27][CH2:26][N:5]2[C:4](=[O:18])[CH:3]=1. The catalyst class is: 10. (2) Reactant: C([O:3][C:4](=O)[CH2:5][N:6]1[C:14]2[CH:13]=[CH:12][CH:11]=[CH:10][C:9]=2[C:8]2[CH2:15][CH2:16][N:17]([C:20]([O:22][C:23]([CH3:26])([CH3:25])[CH3:24])=[O:21])[CH2:18][CH2:19][C:7]1=2)C.[H-].C([Al+]CC(C)C)C(C)C. Product: [OH:3][CH2:4][CH2:5][N:6]1[C:14]2[CH:13]=[CH:12][CH:11]=[CH:10][C:9]=2[C:8]2[CH2:15][CH2:16][N:17]([C:20]([O:22][C:23]([CH3:26])([CH3:25])[CH3:24])=[O:21])[CH2:18][CH2:19][C:7]1=2. The catalyst class is: 217. (3) Reactant: [Br:1][C:2]1[CH:7]=[CH:6][C:5]([CH:8]=[CH2:9])=[CH:4][N:3]=1.[H][H]. Product: [Br:1][C:2]1[CH:7]=[CH:6][C:5]([CH2:8][CH3:9])=[CH:4][N:3]=1. The catalyst class is: 856. (4) Reactant: [CH3:1][C:2]1([CH3:16])[C:6]([CH3:8])([CH3:7])[O:5][B:4]([C:9]2[CH:14]=[CH:13][C:12]([OH:15])=[CH:11][CH:10]=2)[O:3]1.C(N(CC)CC)C.Cl[C:25]1[N:30]=[CH:29][C:28]([N+:31]([O-:33])=[O:32])=[CH:27][N:26]=1. Product: [N+:31]([C:28]1[CH:27]=[N:26][C:25]([O:15][C:12]2[CH:13]=[CH:14][C:9]([B:4]3[O:3][C:2]([CH3:16])([CH3:1])[C:6]([CH3:7])([CH3:8])[O:5]3)=[CH:10][CH:11]=2)=[N:30][CH:29]=1)([O-:33])=[O:32]. The catalyst class is: 54.